Dataset: Full USPTO retrosynthesis dataset with 1.9M reactions from patents (1976-2016). Task: Predict the reactants needed to synthesize the given product. (1) Given the product [CH2:4]([C@:7]12[CH2:18][CH:13]3[O:14][C@@:15]1([O:16][CH3:17])[C@@H:11]([C@:12]3([CH3:25])[CH2:19][CH2:20][CH:21]=[C:22]([CH3:23])[CH3:24])[C:10](=[O:29])[CH:9]=[C:8]2[O:26][CH3:27])[CH:5]=[CH2:6], predict the reactants needed to synthesize it. The reactants are: C(Cl)Cl.[CH2:4]([C@:7]12[CH2:18][CH:13]3[O:14][C@@:15]1([O:16][CH3:17])[C@@H:11]([C@:12]3([CH3:25])[CH2:19][CH2:20][CH:21]=[C:22]([CH3:24])[CH3:23])[CH2:10][CH:9]=[C:8]2[O:26][CH3:27])[CH:5]=[CH2:6].C(=O)([O-])[O-:29].[Cs+].[Cs+].O=O. (2) The reactants are: [CH:1](O)=[O:2].[C:4]([O:7][C:8](=[O:10])C)(=[O:6])[CH3:5].C(N(C(C)C)CC)(C)C.[O:20]1[CH2:24][CH2:23][O:22][CH:21]1[C:25]1[CH:30]=[CH:29][C:28]([O:31][C:32]2[CH:38]=[CH:37][C:35]([NH2:36])=[C:34]([N+:39]([O-:41])=[O:40])[CH:33]=2)=[C:27]([O:42][CH3:43])[CH:26]=1.C(OC=O)(=O)C. Given the product [C:4]([O:7][CH:8]=[O:10])(=[O:6])[CH3:5].[O:20]1[CH2:24][CH2:23][O:22][CH:21]1[C:25]1[CH:30]=[CH:29][C:28]([O:31][C:32]2[CH:38]=[CH:37][C:35]([NH:36][CH:1]=[O:2])=[C:34]([N+:39]([O-:41])=[O:40])[CH:33]=2)=[C:27]([O:42][CH3:43])[CH:26]=1, predict the reactants needed to synthesize it. (3) Given the product [CH2:24]([N:15]([CH:16]([C:18]1[CH:23]=[CH:22][CH:21]=[CH:20][CH:19]=1)[CH3:17])[CH:8]([CH:9]1[CH2:14][CH2:13][CH2:12][CH2:11][CH2:10]1)[CH2:7][C:6]([OH:31])=[O:5])[C:25]1[CH:26]=[CH:27][CH:28]=[CH:29][CH:30]=1, predict the reactants needed to synthesize it. The reactants are: C([O:5][C:6](=[O:31])[CH2:7][CH:8]([N:15]([CH2:24][C:25]1[CH:30]=[CH:29][CH:28]=[CH:27][CH:26]=1)[CH:16]([C:18]1[CH:23]=[CH:22][CH:21]=[CH:20][CH:19]=1)[CH3:17])[CH:9]1[CH2:14][CH2:13][CH2:12][CH2:11][CH2:10]1)(C)(C)C.FC(F)(F)C(O)=O.